From a dataset of Forward reaction prediction with 1.9M reactions from USPTO patents (1976-2016). Predict the product of the given reaction. (1) Given the reactants [CH:1](=[C:8]1/[N:9]=[C:10]([C:14]2[CH:19]=[C:18]([F:20])[CH:17]=[CH:16][C:15]=2[F:21])[NH:11][C:12]/1=[O:13])/[C:2]1[CH:7]=[CH:6][CH:5]=[CH:4][CH:3]=1.[CH:22]([CH:24]=[CH2:25])=[O:23], predict the reaction product. The product is: [F:21][C:15]1[CH:16]=[CH:17][C:18]([F:20])=[CH:19][C:14]=1[C:10]1[NH:11][C:12]2[O:13][C:22](=[O:23])[CH:24]([CH3:25])[CH:1]([C:2]3[CH:3]=[CH:4][CH:5]=[CH:6][CH:7]=3)[C:8]=2[N:9]=1. (2) The product is: [CH3:1][O:2][C:3](=[O:37])/[C:4](/[C:16]1[CH:21]=[CH:20][C:19]([O:22][C:23]2[CH:28]=[CH:27][C:26]([CH2:29][CH:30]3[S:34][C:33](=[O:35])[NH:32][C:31]3=[O:36])=[CH:25][CH:24]=2)=[CH:18][CH:17]=1)=[CH:5]\[C:6]1[CH:11]=[C:10]([O:12][CH3:13])[CH:9]=[C:8]([O:14][CH3:15])[CH:7]=1. Given the reactants [CH3:1][O:2][C:3](=[O:37])/[C:4](/[C:16]1[CH:21]=[CH:20][C:19]([O:22][C:23]2[CH:28]=[CH:27][C:26]([CH:29]=[C:30]3[S:34][C:33](=[O:35])[NH:32][C:31]3=[O:36])=[CH:25][CH:24]=2)=[CH:18][CH:17]=1)=[CH:5]\[C:6]1[CH:11]=[C:10]([O:12][CH3:13])[CH:9]=[C:8]([O:14][CH3:15])[CH:7]=1.C([O-])=O.[NH4+].O=O.CO.C(#N)C.O, predict the reaction product. (3) The product is: [NH2:1][C:2]1[N:6]([C:7]2[C:12]([Cl:13])=[CH:11][C:10]([C:14]([F:17])([F:16])[F:15])=[CH:9][C:8]=2[Cl:18])[N:5]=[C:4]([C:19]([OH:28])=[O:32])[CH:3]=1. Given the reactants [NH2:1][C:2]1[N:6]([C:7]2[C:12]([Cl:13])=[CH:11][C:10]([C:14]([F:17])([F:16])[F:15])=[CH:9][C:8]=2[Cl:18])[N:5]=[C:4]([C:19]#N)[C:3]=1S(C(F)(F)F)=O.S(=O)(=O)(O)[OH:28].[OH-:32].[Na+], predict the reaction product.